Predict the reactants needed to synthesize the given product. From a dataset of Retrosynthesis with 50K atom-mapped reactions and 10 reaction types from USPTO. Given the product Cc1ccc(S(=O)(=O)Nc2nc(-c3ccc(OCc4ccccc4)cc3)cs2)cc1, predict the reactants needed to synthesize it. The reactants are: Cc1ccc(S(=O)(=O)Cl)cc1.Nc1nc(-c2ccc(OCc3ccccc3)cc2)cs1.